This data is from NCI-60 drug combinations with 297,098 pairs across 59 cell lines. The task is: Regression. Given two drug SMILES strings and cell line genomic features, predict the synergy score measuring deviation from expected non-interaction effect. (1) Drug 1: CC=C1C(=O)NC(C(=O)OC2CC(=O)NC(C(=O)NC(CSSCCC=C2)C(=O)N1)C(C)C)C(C)C. Drug 2: C1CC(=O)NC(=O)C1N2C(=O)C3=CC=CC=C3C2=O. Cell line: OVCAR-8. Synergy scores: CSS=32.1, Synergy_ZIP=2.04, Synergy_Bliss=-4.16, Synergy_Loewe=-59.4, Synergy_HSA=-8.31. (2) Drug 1: C1C(C(OC1N2C=NC3=C(N=C(N=C32)Cl)N)CO)O. Drug 2: B(C(CC(C)C)NC(=O)C(CC1=CC=CC=C1)NC(=O)C2=NC=CN=C2)(O)O. Cell line: M14. Synergy scores: CSS=62.6, Synergy_ZIP=-6.73, Synergy_Bliss=-10.0, Synergy_Loewe=-8.71, Synergy_HSA=-5.65. (3) Drug 1: CCN(CC)CCCC(C)NC1=C2C=C(C=CC2=NC3=C1C=CC(=C3)Cl)OC. Drug 2: CC(C)CN1C=NC2=C1C3=CC=CC=C3N=C2N. Cell line: SK-OV-3. Synergy scores: CSS=23.0, Synergy_ZIP=-7.13, Synergy_Bliss=-4.90, Synergy_Loewe=-1.07, Synergy_HSA=-2.27. (4) Drug 1: C1CN1C2=NC(=NC(=N2)N3CC3)N4CC4. Drug 2: C1CC(=O)NC(=O)C1N2C(=O)C3=CC=CC=C3C2=O. Cell line: CAKI-1. Synergy scores: CSS=39.1, Synergy_ZIP=1.56, Synergy_Bliss=0.831, Synergy_Loewe=-19.2, Synergy_HSA=-0.279. (5) Drug 1: CC1=CC=C(C=C1)C2=CC(=NN2C3=CC=C(C=C3)S(=O)(=O)N)C(F)(F)F. Drug 2: C1CC(=O)NC(=O)C1N2C(=O)C3=CC=CC=C3C2=O. Cell line: IGROV1. Synergy scores: CSS=-9.14, Synergy_ZIP=2.80, Synergy_Bliss=2.07, Synergy_Loewe=-3.54, Synergy_HSA=-2.97.